From a dataset of Full USPTO retrosynthesis dataset with 1.9M reactions from patents (1976-2016). Predict the reactants needed to synthesize the given product. (1) The reactants are: [F:1][C:2]1([C:8]([O:10]CC2C=CC=CC=2)=[O:9])[CH2:7][CH2:6][O:5][CH2:4][CH2:3]1. Given the product [F:1][C:2]1([C:8]([OH:10])=[O:9])[CH2:7][CH2:6][O:5][CH2:4][CH2:3]1, predict the reactants needed to synthesize it. (2) Given the product [Si:31]([O:32][CH:33]1[CH2:34][CH2:35][N:36]([C:2]2[CH:3]=[C:4]([C:12]([NH:14][C:15]3[C:16]([CH3:26])=[C:17]([CH:22]=[CH:23][C:24]=3[CH3:25])[C:18]([O:20][CH3:21])=[O:19])=[O:13])[C:5]3[C:10]([CH:11]=2)=[CH:9][CH:8]=[CH:7][CH:6]=3)[CH2:37][CH2:38]1)([C:27]([CH3:30])([CH3:29])[CH3:28])([CH3:40])[CH3:39], predict the reactants needed to synthesize it. The reactants are: Br[C:2]1[CH:3]=[C:4]([C:12]([NH:14][C:15]2[C:16]([CH3:26])=[C:17]([CH:22]=[CH:23][C:24]=2[CH3:25])[C:18]([O:20][CH3:21])=[O:19])=[O:13])[C:5]2[C:10]([CH:11]=1)=[CH:9][CH:8]=[CH:7][CH:6]=2.[C:27]([Si:31]([CH3:40])([CH3:39])[O:32][CH:33]1[CH2:38][CH2:37][NH:36][CH2:35][CH2:34]1)([CH3:30])([CH3:29])[CH3:28].C([O-])([O-])=O.[Cs+].[Cs+].COC1C=CC=C(OC)C=1C1C=CC=CC=1P(C1CCCCC1)C1CCCCC1. (3) The reactants are: [C:1]([O:5][C:6]([N:8]([C:23]([O:25][C:26]([CH3:29])([CH3:28])[CH3:27])=[O:24])[C:9]1[N:14]=[CH:13][C:12]([C:15]2[CH:20]=[CH:19][CH:18]=[CH:17][C:16]=2SC)=[CH:11][N:10]=1)=[O:7])([CH3:4])([CH3:3])[CH3:2].O[O:31][S:32]([O-:34])=O.[K+].[CH3:36]O. Given the product [C:1]([O:5][C:6]([N:8]([C:23]([O:25][C:26]([CH3:27])([CH3:29])[CH3:28])=[O:24])[C:9]1[N:10]=[CH:11][C:12]([C:15]2[CH:20]=[CH:19][CH:18]=[CH:17][C:16]=2[S:32]([CH3:36])(=[O:34])=[O:31])=[CH:13][N:14]=1)=[O:7])([CH3:4])([CH3:2])[CH3:3], predict the reactants needed to synthesize it. (4) The reactants are: [Cl:1][C:2]1[CH:3]=[C:4]2[C:9](=[CH:10][CH:11]=1)[N:8]=[CH:7][C:6]([N+:12]([O-:14])=[O:13])=[C:5]2O.C(N(CC)C(C)C)(C)C.O=P(Cl)(Cl)[Cl:27]. Given the product [Cl:27][C:5]1[C:4]2[C:9](=[CH:10][CH:11]=[C:2]([Cl:1])[CH:3]=2)[N:8]=[CH:7][C:6]=1[N+:12]([O-:14])=[O:13], predict the reactants needed to synthesize it. (5) Given the product [CH3:1][O:2][C:3]([C:5]1[S:6][C:7]([O:25][CH2:26][C:27]([F:28])([F:29])[F:30])=[C:8]2[C:12]=1[N:11]([CH2:32][C:33]1[CH:37]=[C:36]([C:38]3[S:39][C:40]([Cl:43])=[CH:41][CH:42]=3)[O:35][N:34]=1)[C:10]([C:13](=[O:24])[NH:14][CH:15]1[CH2:16][CH2:17][N:18]([CH:21]([CH3:23])[CH3:22])[CH2:19][CH2:20]1)=[N:9]2)=[O:4], predict the reactants needed to synthesize it. The reactants are: [CH3:1][O:2][C:3]([C:5]1[S:6][C:7]([O:25][CH2:26][C:27]([F:30])([F:29])[F:28])=[C:8]2[C:12]=1[NH:11][C:10]([C:13](=[O:24])[NH:14][CH:15]1[CH2:20][CH2:19][N:18]([CH:21]([CH3:23])[CH3:22])[CH2:17][CH2:16]1)=[N:9]2)=[O:4].Br[CH2:32][C:33]1[CH:37]=[C:36]([C:38]2[S:39][C:40]([Cl:43])=[CH:41][CH:42]=2)[O:35][N:34]=1. (6) The reactants are: [NH:1]1[C:9]2[C:4](=[CH:5][CH:6]=[CH:7][CH:8]=2)[C:3]([CH2:10][C@H:11]([NH:15][C:16](=[O:26])[CH2:17][CH2:18][CH2:19][C:20]2[CH:25]=[CH:24][CH:23]=[CH:22][CH:21]=2)[C:12]([OH:14])=O)=[CH:2]1.[OH:27][N:28]1[C:32](=[O:33])[CH2:31][CH2:30][C:29]1=[O:34].C1(N=C=NC2CCCCC2)CCCCC1.[NH2:50][CH2:51][CH2:52][CH2:53][CH2:54][CH2:55][C:56](O)=[O:57].C([O-])(O)=O.[Na+]. Given the product [O:34]=[C:29]1[CH2:30][CH2:31][C:32](=[O:33])[N:28]1[O:27][C:56](=[O:57])[CH2:55][CH2:54][CH2:53][CH2:52][CH2:51][NH:50][C:12](=[O:14])[C@@H:11]([NH:15][C:16](=[O:26])[CH2:17][CH2:18][CH2:19][C:20]1[CH:25]=[CH:24][CH:23]=[CH:22][CH:21]=1)[CH2:10][C:3]1[C:4]2[C:9](=[CH:8][CH:7]=[CH:6][CH:5]=2)[NH:1][CH:2]=1, predict the reactants needed to synthesize it. (7) Given the product [Cl:1][C:2]1[CH:3]=[CH:4][C:5]([C:8]2([C:11]3[C:20]4[C:15](=[CH:16][CH:17]=[C:18]([O:21][CH2:33][CH2:32][NH:31][C:24](=[O:25])[O:26][C:27]([CH3:30])([CH3:29])[CH3:28])[CH:19]=4)[CH2:14][CH2:13][N:12]=3)[CH2:10][CH2:9]2)=[CH:6][CH:7]=1, predict the reactants needed to synthesize it. The reactants are: [Cl:1][C:2]1[CH:7]=[CH:6][C:5]([C:8]2([C:11]3[C:20]4[C:15](=[CH:16][CH:17]=[C:18]([OH:21])[CH:19]=4)[CH2:14][CH2:13][N:12]=3)[CH2:10][CH2:9]2)=[CH:4][CH:3]=1.[H-].[Na+].[C:24]([NH:31][CH2:32][CH2:33]Br)([O:26][C:27]([CH3:30])([CH3:29])[CH3:28])=[O:25].